Dataset: Forward reaction prediction with 1.9M reactions from USPTO patents (1976-2016). Task: Predict the product of the given reaction. (1) Given the reactants FC(F)(F)C(O)=O.[Cl:8][CH2:9][CH2:10][CH2:11][C:12](=[CH:16][C:17]1[CH:22]=[CH:21][C:20]([N:23]2[CH:27]=[C:26]([CH3:28])[N:25]=[CH:24]2)=[C:19]([O:29][CH3:30])[CH:18]=1)[C:13]([OH:15])=O.[F:31][C:32]1[CH:37]=[CH:36][C:35]([C@@H:38]([NH2:40])[CH3:39])=[CH:34][CH:33]=1.C(N(C(C)C)CC)(C)C.C1C=CC2N(O)N=NC=2C=1, predict the reaction product. The product is: [F:31][C:32]1[CH:37]=[CH:36][C:35]([C@@H:38]([NH:40][C:13](=[O:15])/[C:12](=[CH:16]/[C:17]2[CH:22]=[CH:21][C:20]([N:23]3[CH:27]=[C:26]([CH3:28])[N:25]=[CH:24]3)=[C:19]([O:29][CH3:30])[CH:18]=2)/[CH2:11][CH2:10][CH2:9][Cl:8])[CH3:39])=[CH:34][CH:33]=1. (2) Given the reactants Br[C:2]1[CH:12]=[CH:11][C:5]([C:6]([O:8][CH2:9][CH3:10])=[O:7])=[CH:4][CH:3]=1.[F:13][C:14]([F:25])([F:24])[C:15]1[CH:20]=[CH:19][C:18](B(O)O)=[CH:17][CH:16]=1.C(=O)([O-])[O-].[Na+].[Na+], predict the reaction product. The product is: [F:13][C:14]([F:25])([F:24])[C:15]1[CH:20]=[CH:19][C:18]([C:2]2[CH:12]=[CH:11][C:5]([C:6]([O:8][CH2:9][CH3:10])=[O:7])=[CH:4][CH:3]=2)=[CH:17][CH:16]=1. (3) Given the reactants [OH:1][C:2]1[C:10]2[N:9]=[N:8][NH:7][C:6]=2[CH:5]=[CH:4][CH:3]=1.[H-].[Na+].[C:13]([Si:17]([CH3:20])([CH3:19])Cl)([CH3:16])([CH3:15])[CH3:14].[Cl-].[NH4+], predict the reaction product. The product is: [C:13]([Si:17]([CH3:20])([CH3:19])[O:1][C:2]1[C:10]2[N:9]=[N:8][NH:7][C:6]=2[CH:5]=[CH:4][CH:3]=1)([CH3:16])([CH3:15])[CH3:14].